From a dataset of Forward reaction prediction with 1.9M reactions from USPTO patents (1976-2016). Predict the product of the given reaction. Given the reactants [Cl:1][C:2]1[N:7]=[C:6]([C:8]([OH:10])=O)[C:5]([CH3:11])=[CH:4][CH:3]=1.C(Cl)(=O)C(Cl)=O.[NH2:18][C:19]1[C:29]([CH3:30])=[CH:28][C:22]([C:23]([O:25][CH2:26][CH3:27])=[O:24])=[CH:21][C:20]=1[CH3:31].N1C=CC=CC=1, predict the reaction product. The product is: [Cl:1][C:2]1[N:7]=[C:6]([C:8]([NH:18][C:19]2[C:20]([CH3:31])=[CH:21][C:22]([C:23]([O:25][CH2:26][CH3:27])=[O:24])=[CH:28][C:29]=2[CH3:30])=[O:10])[C:5]([CH3:11])=[CH:4][CH:3]=1.